This data is from Rat liver microsome stability data. The task is: Regression/Classification. Given a drug SMILES string, predict its absorption, distribution, metabolism, or excretion properties. Task type varies by dataset: regression for continuous measurements (e.g., permeability, clearance, half-life) or binary classification for categorical outcomes (e.g., BBB penetration, CYP inhibition). Dataset: rlm. The compound is CCOc1ccc(CCNC(=O)c2cc3ccccc3n2Cc2ccccn2)cc1OCC. The result is 1 (stable in rat liver microsomes).